Dataset: Full USPTO retrosynthesis dataset with 1.9M reactions from patents (1976-2016). Task: Predict the reactants needed to synthesize the given product. (1) Given the product [NH2:18][C:9]1[C:8]2[N:7]=[C:6]([CH2:19][CH2:20][CH2:21][O:22][C:23]3[CH:28]=[CH:27][CH:26]=[CH:25][CH:24]=3)[N:5]([CH2:4][CH2:3][CH2:2][NH:1][C:35]([N:29]3[CH2:34][CH2:33][O:32][CH2:31][CH2:30]3)=[O:36])[C:17]=2[C:16]2[CH:15]=[CH:14][CH:13]=[CH:12][C:11]=2[N:10]=1, predict the reactants needed to synthesize it. The reactants are: [NH2:1][CH2:2][CH2:3][CH2:4][N:5]1[C:17]2[C:16]3[CH:15]=[CH:14][CH:13]=[CH:12][C:11]=3[N:10]=[C:9]([NH2:18])[C:8]=2[N:7]=[C:6]1[CH2:19][CH2:20][CH2:21][O:22][C:23]1[CH:28]=[CH:27][CH:26]=[CH:25][CH:24]=1.[N:29]1([C:35](Cl)=[O:36])[CH2:34][CH2:33][O:32][CH2:31][CH2:30]1. (2) Given the product [CH3:29][N:27]1[C:26](=[O:30])[N:15]2[C:16]3[CH:22]=[C:21]([N+:23]([O-:25])=[O:24])[CH:20]=[CH:19][C:17]=3[O:18][C:13]3([CH2:12][O:32][CH2:31]3)[C:14]2=[N:28]1, predict the reactants needed to synthesize it. The reactants are: CC1C=CC(S(O[CH2:12][C:13]2([CH2:31][OH:32])[O:18][C:17]3[CH:19]=[CH:20][C:21]([N+:23]([O-:25])=[O:24])=[CH:22][C:16]=3[N:15]3[C:26](=[O:30])[N:27]([CH3:29])[N:28]=[C:14]23)(=O)=O)=CC=1.C([Li])CCC.